Dataset: Full USPTO retrosynthesis dataset with 1.9M reactions from patents (1976-2016). Task: Predict the reactants needed to synthesize the given product. (1) Given the product [Cl:1][C:2]1[CH:3]=[CH:4][C:5]([F:22])=[C:6]([CH:21]=1)[CH2:7][N:8]1[C:12]2=[N:13][CH:14]=[CH:15][CH:16]=[C:11]2[C:10]([C:17]2[NH:18][C:30](=[O:31])[O:20][N:19]=2)=[N:9]1, predict the reactants needed to synthesize it. The reactants are: [Cl:1][C:2]1[CH:3]=[CH:4][C:5]([F:22])=[C:6]([CH:21]=1)[CH2:7][N:8]1[C:12]2=[N:13][CH:14]=[CH:15][CH:16]=[C:11]2[C:10]([C:17](=[N:19][OH:20])[NH2:18])=[N:9]1.N1C=CC=CC=1.Cl[C:30](OCC(C)C)=[O:31].O. (2) Given the product [F:10][C:7]1[CH:8]=[CH:9][C:2](/[CH:18]=[CH:17]/[C:16]2[CH:19]=[CH:20][C:13]([O:12][CH3:11])=[CH:14][CH:15]=2)=[C:3]([CH:6]=1)[CH:4]=[O:5], predict the reactants needed to synthesize it. The reactants are: Br[C:2]1[CH:9]=[CH:8][C:7]([F:10])=[CH:6][C:3]=1[CH:4]=[O:5].[CH3:11][O:12][C:13]1[CH:20]=[CH:19][C:16]([CH:17]=[CH2:18])=[CH:15][CH:14]=1.C1(C)C=CC=CC=1P(C1C=CC=CC=1C)C1C=CC=CC=1C.C(N(CC)CC)C.